From a dataset of Peptide-MHC class I binding affinity with 185,985 pairs from IEDB/IMGT. Regression. Given a peptide amino acid sequence and an MHC pseudo amino acid sequence, predict their binding affinity value. This is MHC class I binding data. The peptide sequence is AIILASFSA. The MHC is HLA-A02:06 with pseudo-sequence HLA-A02:06. The binding affinity (normalized) is 0.593.